Predict the product of the given reaction. From a dataset of Forward reaction prediction with 1.9M reactions from USPTO patents (1976-2016). (1) The product is: [NH2:18][C:17]1[C:4]2[C:5](=[O:21])[N:6]([CH:8]([CH:13]3[CH2:15][CH2:14]3)[C:9]([F:12])([F:10])[F:11])[CH:7]=[C:2]([Br:1])[C:3]=2[NH:23][N:22]=1. Given the reactants [Br:1][C:2]1[C:3](OC)=[C:4]([C:17]#[N:18])[C:5](=O)[N:6]([CH:8]([CH:13]2[CH2:15][CH2:14]2)[C:9]([F:12])([F:11])[F:10])[CH:7]=1.[OH2:21].[NH2:22][NH2:23], predict the reaction product. (2) Given the reactants [F:1][C:2]([F:34])([F:33])[CH2:3][NH:4][C:5]([NH:7][C:8]1[CH:9]=[C:10]([C:14]2[N:18]3[N:19]=[CH:20][C:21]([C:23]4[CH:24]=[N:25][N:26]([CH:28]([CH3:32])[C:29]([OH:31])=O)[CH:27]=4)=[CH:22][C:17]3=[N:16][CH:15]=2)[CH:11]=[CH:12][CH:13]=1)=[O:6].Cl.[NH:36]1[CH2:39][CH:38]([C:40]#[N:41])[CH2:37]1, predict the reaction product. The product is: [C:40]([CH:38]1[CH2:39][N:36]([C:29](=[O:31])[CH:28]([N:26]2[CH:27]=[C:23]([C:21]3[CH:20]=[N:19][N:18]4[C:14]([C:10]5[CH:9]=[C:8]([NH:7][C:5]([NH:4][CH2:3][C:2]([F:34])([F:33])[F:1])=[O:6])[CH:13]=[CH:12][CH:11]=5)=[CH:15][N:16]=[C:17]4[CH:22]=3)[CH:24]=[N:25]2)[CH3:32])[CH2:37]1)#[N:41]. (3) Given the reactants [O:1]1[CH2:6][CH2:5][CH2:4][O:3][CH:2]1[CH2:7][CH2:8][Mg]Br.[CH3:11][C:12]([S@:15](/[N:17]=[CH:18]/[C:19]1([C:25]2[CH:34]=[CH:33][C:32]3[C:27](=[CH:28][CH:29]=[CH:30][CH:31]=3)[CH:26]=2)[CH2:24][CH2:23][CH2:22][CH2:21][CH2:20]1)=[O:16])([CH3:14])[CH3:13].[O-]S([O-])(=O)=O.[Na+].[Na+], predict the reaction product. The product is: [O:1]1[CH2:6][CH2:5][CH2:4][O:3][CH:2]1[CH2:7][CH2:8][CH:18]([NH:17][S@@:15]([C:12]([CH3:14])([CH3:13])[CH3:11])=[O:16])[C:19]1([C:25]2[CH:34]=[CH:33][C:32]3[C:27](=[CH:28][CH:29]=[CH:30][CH:31]=3)[CH:26]=2)[CH2:20][CH2:21][CH2:22][CH2:23][CH2:24]1.